From a dataset of Catalyst prediction with 721,799 reactions and 888 catalyst types from USPTO. Predict which catalyst facilitates the given reaction. (1) Reactant: [F:1][C:2]1[CH:7]=[CH:6][CH:5]=[CH:4][C:3]=1[C@@H:8]1[CH2:10][C@H:9]1[C:11]([O:13]CC)=[O:12].[OH-].[K+].O. Product: [F:1][C:2]1[CH:7]=[CH:6][CH:5]=[CH:4][C:3]=1[C@@H:8]1[CH2:10][C@H:9]1[C:11]([OH:13])=[O:12]. The catalyst class is: 5. (2) Reactant: [CH2:1]([NH:8][C:9](=O)[C@@H:10]1[CH2:14][C@@H:13]([O:15][CH2:16][CH3:17])[CH2:12][NH:11]1)[C:2]1[CH:7]=[CH:6][CH:5]=[CH:4][CH:3]=1.[H-].[Al+3].[Li+].[H-].[H-].[H-].O.O.O.O.O.O.O.O.O.O.S([O-])([O-])(=O)=O.[Na+].[Na+]. Product: [CH2:1]([NH:8][CH2:9][C@@H:10]1[CH2:14][C@@H:13]([O:15][CH2:16][CH3:17])[CH2:12][NH:11]1)[C:2]1[CH:3]=[CH:4][CH:5]=[CH:6][CH:7]=1. The catalyst class is: 7. (3) Product: [CH3:1][C@@H:2]([NH:24][CH2:32][C@@H:33]([C:42]1[CH:43]=[N:44][CH:45]=[CH:46][CH:47]=1)[OH:34])[CH2:3][C:4]1[C:12]2[C:7](=[C:8]([O:13][C@H:14]([CH3:23])[C:15]([N:17]3[CH2:18][CH2:19][O:20][CH2:21][CH2:22]3)=[O:16])[CH:9]=[CH:10][CH:11]=2)[NH:6][CH:5]=1. Reactant: [CH3:1][C@@H:2]([N:24]([CH2:32][C@@H:33]([C:42]1[CH:43]=[N:44][CH:45]=[CH:46][CH:47]=1)[O:34][Si](CC)(CC)CC)C(=O)OC(C)(C)C)[CH2:3][C:4]1[C:12]2[C:7](=[C:8]([O:13][C@H:14]([CH3:23])[C:15]([N:17]3[CH2:22][CH2:21][O:20][CH2:19][CH2:18]3)=[O:16])[CH:9]=[CH:10][CH:11]=2)[NH:6][CH:5]=1.Cl.O1CCOCC1.C(=O)([O-])O.[Na+]. The catalyst class is: 8. (4) Reactant: [CH2:1]([O:8][CH2:9][CH:10]1[CH2:14][N:13]([C:15]2[CH:19]=[CH:18][N:17]([CH3:20])[N:16]=2)[C:12](=[O:21])[C:11]1([CH3:23])[CH3:22])[C:2]1[CH:7]=[CH:6][CH:5]=[CH:4][CH:3]=1.C(OC(=O)C)(=O)C.[N+:31]([O-])([OH:33])=[O:32].[OH-].[Na+]. Product: [CH2:1]([O:8][CH2:9][CH:10]1[CH2:14][N:13]([C:15]2[C:19]([N+:31]([O-:33])=[O:32])=[CH:18][N:17]([CH3:20])[N:16]=2)[C:12](=[O:21])[C:11]1([CH3:23])[CH3:22])[C:2]1[CH:3]=[CH:4][CH:5]=[CH:6][CH:7]=1. The catalyst class is: 6. (5) Reactant: [CH2:1]([N:8]1[C:13]([CH2:15][O:16][Si:17]([C:20]([CH3:23])([CH3:22])[CH3:21])([CH3:19])[CH3:18])([CH3:14])[CH2:12][O:11][CH:10]([CH3:24])[C:9]1=[O:25])[C:2]1[CH:7]=[CH:6][CH:5]=[CH:4][CH:3]=1.[CH:26]([N-]C(C)C)(C)C.[Li+].IC.[Cl-].[NH4+]. Product: [CH2:1]([N:8]1[C:13]([CH2:15][O:16][Si:17]([C:20]([CH3:23])([CH3:22])[CH3:21])([CH3:18])[CH3:19])([CH3:14])[CH2:12][O:11][C:10]([CH3:26])([CH3:24])[C:9]1=[O:25])[C:2]1[CH:7]=[CH:6][CH:5]=[CH:4][CH:3]=1. The catalyst class is: 7. (6) Reactant: C[O:2][C:3]([C@H:5]1[CH2:9][C@@H:8]([C:10](=[O:22])[NH:11][CH2:12][C:13]2[C:18]([F:19])=[CH:17][CH:16]=[C:15]([Cl:20])[C:14]=2[F:21])[N:7]([C:23](=[O:37])[NH:24][C:25]2[C:33]3[C:28](=[CH:29][CH:30]=[CH:31][CH:32]=3)[N:27]([C:34](=[O:36])[NH2:35])[CH:26]=2)[CH2:6]1)=[O:4].CCOCC.C[Si](C)(C)[O-].[K+]. Product: [C:34]([N:27]1[C:28]2[C:33](=[CH:32][CH:31]=[CH:30][CH:29]=2)[C:25]([NH:24][C:23]([N:7]2[C@H:8]([C:10](=[O:22])[NH:11][CH2:12][C:13]3[C:18]([F:19])=[CH:17][CH:16]=[C:15]([Cl:20])[C:14]=3[F:21])[CH2:9][C@H:5]([C:3]([OH:4])=[O:2])[CH2:6]2)=[O:37])=[CH:26]1)(=[O:36])[NH2:35]. The catalyst class is: 387. (7) Reactant: [I:1][C:2]1[CH:3]=[C:4]2[C:9](=[CH:10][CH:11]=1)[C:8](=[O:12])[NH:7][C:6](=[O:13])[C:5]2=[CH:14]OC.[NH2:17][C:18]1[CH:19]=[CH:20][C:21]([N:24]2[CH2:29][CH2:28][N:27]([C:30]([O:32][C:33]([CH3:36])([CH3:35])[CH3:34])=[O:31])[CH2:26][CH2:25]2)=[N:22][CH:23]=1. Product: [I:1][C:2]1[CH:3]=[C:4]2[C:9](=[CH:10][CH:11]=1)[C:8](=[O:12])[NH:7][C:6](=[O:13])/[C:5]/2=[CH:14]\[NH:17][C:18]1[CH:19]=[CH:20][C:21]([N:24]2[CH2:29][CH2:28][N:27]([C:30]([O:32][C:33]([CH3:36])([CH3:35])[CH3:34])=[O:31])[CH2:26][CH2:25]2)=[N:22][CH:23]=1. The catalyst class is: 9. (8) Reactant: [OH:1][C@@H:2]1[CH2:10][C@@H:5]2[O:6][CH:7]([OH:9])[CH2:8][C@@H:4]2[C@H:3]1[CH2:11][CH2:12][C@@H:13]([O:22]C1CCCCO1)[CH2:14][CH2:15][C:16]1[CH:21]=[CH:20][CH:19]=[CH:18][CH:17]=1.C(O)(=O)C.C1COCC1.[OH-].[K+]. Product: [OH:1][C@@H:2]1[CH2:10][C@@H:5]2[O:6][CH:7]([OH:9])[CH2:8][C@@H:4]2[C@H:3]1[CH2:11][CH2:12][C@@H:13]([OH:22])[CH2:14][CH2:15][C:16]1[CH:17]=[CH:18][CH:19]=[CH:20][CH:21]=1. The catalyst class is: 6. (9) Reactant: [CH3:1][C:2]1[CH:7]=[CH:6][CH:5]=[CH:4][C:3]=1[N:8]1[C:12]([C:13]2[C:14]([O:35]CC3C=CC=CC=3)=[CH:15][C:16]([O:27]CC3C=CC=CC=3)=[C:17]([CH:26]=2)[C:18]([N:20]([CH3:25])[CH2:21][CH2:22][CH2:23][CH3:24])=[O:19])=[N:11][N:10]=[C:9]1[OH:43].[H][H]. Product: [CH3:1][C:2]1[CH:7]=[CH:6][CH:5]=[CH:4][C:3]=1[N:8]1[C:12]([C:13]2[C:14]([OH:35])=[CH:15][C:16]([OH:27])=[C:17]([CH:26]=2)[C:18]([N:20]([CH3:25])[CH2:21][CH2:22][CH2:23][CH3:24])=[O:19])=[N:11][N:10]=[C:9]1[OH:43]. The catalyst class is: 123. (10) Reactant: C(O)(=O)C.[NH:5]1[CH2:8][CH:7]([C:9]([O:11][C:12]([CH3:15])([CH3:14])[CH3:13])=[O:10])[CH2:6]1.[CH:16]([C:18]1[CH:25]=[CH:24][C:21]([C:22]#[N:23])=[CH:20][CH:19]=1)=O.C([BH3-])#N.[Na+].[C-]#N. Product: [C:22]([C:21]1[CH:24]=[CH:25][C:18]([CH2:16][N:5]2[CH2:6][CH:7]([C:9]([O:11][C:12]([CH3:15])([CH3:14])[CH3:13])=[O:10])[CH2:8]2)=[CH:19][CH:20]=1)#[N:23]. The catalyst class is: 5.